Regression. Given a peptide amino acid sequence and an MHC pseudo amino acid sequence, predict their binding affinity value. This is MHC class I binding data. From a dataset of Peptide-MHC class I binding affinity with 185,985 pairs from IEDB/IMGT. (1) The peptide sequence is YVPMPCMI. The MHC is H-2-Kb with pseudo-sequence H-2-Kb. The binding affinity (normalized) is 0. (2) The MHC is HLA-A02:06 with pseudo-sequence HLA-A02:06. The binding affinity (normalized) is 0.800. The peptide sequence is YASALVLLI.